This data is from Peptide-MHC class II binding affinity with 134,281 pairs from IEDB. The task is: Regression. Given a peptide amino acid sequence and an MHC pseudo amino acid sequence, predict their binding affinity value. This is MHC class II binding data. (1) The peptide sequence is IHRIRTLIGQEKYTD. The MHC is DRB3_0101 with pseudo-sequence DRB3_0101. The binding affinity (normalized) is 0.260. (2) The peptide sequence is TNLKVQLIRMAEAEM. The MHC is DRB3_0202 with pseudo-sequence DRB3_0202. The binding affinity (normalized) is 0.484. (3) The MHC is DRB1_1101 with pseudo-sequence DRB1_1101. The peptide sequence is NHVIQSVRRLYPKIF. The binding affinity (normalized) is 0.789. (4) The peptide sequence is QYIKANAKFIGITE. The MHC is DRB1_0405 with pseudo-sequence DRB1_0405. The binding affinity (normalized) is 0.231. (5) The peptide sequence is AATGAATAATGGYKV. The MHC is HLA-DPA10201-DPB10501 with pseudo-sequence HLA-DPA10201-DPB10501. The binding affinity (normalized) is 0. (6) The peptide sequence is PANPGLIIGALA. The MHC is DRB1_0301 with pseudo-sequence DRB1_0301. The binding affinity (normalized) is 0.0125. (7) The peptide sequence is CGSLIGMTNRATWAS. The MHC is HLA-DQA10501-DQB10402 with pseudo-sequence HLA-DQA10501-DQB10402. The binding affinity (normalized) is 0.706.